Dataset: Full USPTO retrosynthesis dataset with 1.9M reactions from patents (1976-2016). Task: Predict the reactants needed to synthesize the given product. (1) Given the product [Cl:1][C:2]1[CH:7]=[CH:6][CH:5]=[CH:4][C:3]=1[CH:8]1[CH2:13][CH:12]([NH:14][C:15](=[O:22])[C:16]2[CH:21]=[CH:20][CH:19]=[CH:18][N:17]=2)[C:11](=[O:23])[CH2:10][CH2:9]1, predict the reactants needed to synthesize it. The reactants are: [Cl:1][C:2]1[CH:7]=[CH:6][CH:5]=[CH:4][C:3]=1[CH:8]1[CH2:13][CH:12]([NH:14][C:15](=[O:22])[C:16]2[CH:21]=[CH:20][CH:19]=[CH:18][N:17]=2)[CH:11]([OH:23])[CH2:10][CH2:9]1.CC(OI1(OC(C)=O)(OC(C)=O)OC(=O)C2C=CC=CC1=2)=O. (2) The reactants are: [C:1]([C:3]1[CH:8]=[CH:7][C:6]([OH:9])=[CH:5][CH:4]=1)#[N:2].[CH2:10](Br)[C:11]1[CH:16]=[CH:15][CH:14]=[CH:13][CH:12]=1.C(=O)([O-])[O-].[K+].[K+]. Given the product [CH2:10]([O:9][C:6]1[CH:7]=[CH:8][C:3]([C:1]#[N:2])=[CH:4][CH:5]=1)[C:11]1[CH:16]=[CH:15][CH:14]=[CH:13][CH:12]=1, predict the reactants needed to synthesize it.